Predict the reaction yield, written as a fraction of the theoretical maximum amount of product (1.0 means a 100% yield; for example, 0.34 means a 34% yield). From a dataset of Reaction yield outcomes from USPTO patents with 853,638 reactions. (1) The reactants are NC1(C2C=CC(C3C(C4C=CC=CC=4)=CC4C(=O)CCCC=4N=3)=CC=2)CCC1.C(OC(=O)[NH:35][C:36]1([C:40]2[CH:45]=[CH:44][C:43]([C:46]3[C:55]([C:56]4[CH:61]=[CH:60][CH:59]=[CH:58][CH:57]=4)=[CH:54][C:53]4[C:52](=[O:62])[N:51]([CH2:63][C:64]#[N:65])[CH2:50][CH2:49][C:48]=4[N:47]=3)=[CH:42][CH:41]=2)[CH2:39][CH2:38][CH2:37]1)(C)(C)C. The yield is 0.710. The product is [NH2:35][C:36]1([C:40]2[CH:41]=[CH:42][C:43]([C:46]3[C:55]([C:56]4[CH:57]=[CH:58][CH:59]=[CH:60][CH:61]=4)=[CH:54][C:53]4[C:52](=[O:62])[N:51]([CH2:63][C:64]#[N:65])[CH2:50][CH2:49][C:48]=4[N:47]=3)=[CH:44][CH:45]=2)[CH2:39][CH2:38][CH2:37]1. No catalyst specified. (2) The reactants are [H-].[Na+].[Br:3][C:4]1[C:12]2[C:7](=[N:8][CH:9]=[C:10]([Cl:13])[CH:11]=2)[NH:6][CH:5]=1.[S:14](Cl)([C:17]1[CH:23]=[CH:22][C:20]([CH3:21])=[CH:19][CH:18]=1)(=[O:16])=[O:15].O. The catalyst is CN(C)C=O. The product is [Br:3][C:4]1[C:12]2[C:7](=[N:8][CH:9]=[C:10]([Cl:13])[CH:11]=2)[N:6]([S:14]([C:17]2[CH:23]=[CH:22][C:20]([CH3:21])=[CH:19][CH:18]=2)(=[O:16])=[O:15])[CH:5]=1. The yield is 0.850. (3) The reactants are [CH3:1][C:2]1[C:6]2[C:7](=[O:19])[N:8]([CH2:11][CH2:12][N:13]3[CH2:18][CH2:17][O:16][CH2:15][CH2:14]3)[CH2:9][CH2:10][C:5]=2[NH:4][C:3]=1[CH:20]=O.[F:22][C:23]1[CH:24]=[C:25]2[C:29](=[C:30]([NH2:32])[CH:31]=1)[NH:28][C:27](=[O:33])[CH2:26]2. No catalyst specified. The product is [NH2:32][C:30]1[CH:31]=[C:23]([F:22])[CH:24]=[C:25]2[C:29]=1[NH:28][C:27](=[O:33])[C:26]2=[CH:20][C:3]1[NH:4][C:5]2[CH2:10][CH2:9][N:8]([CH2:11][CH2:12][N:13]3[CH2:14][CH2:15][O:16][CH2:17][CH2:18]3)[C:7](=[O:19])[C:6]=2[C:2]=1[CH3:1]. The yield is 0.438. (4) The product is [Cl:18][C:14]1[CH:13]=[C:12]([C:10]2[C:9]3[C:4](=[CH:5][CH:6]=[C:7]([C:19]([C:27]4[CH:28]=[CH:29][C:30]([O:33][CH3:34])=[CH:31][CH:32]=4)([C:21]4[N:25]([CH3:26])[CH:24]=[N:23][CH:22]=4)[OH:20])[CH:8]=3)[N:3]3[N:35]=[N:36][N:37]=[C:2]3[N:11]=2)[CH:17]=[CH:16][CH:15]=1. The catalyst is CN(C=O)C. The yield is 0.800. The reactants are Cl[C:2]1[N:11]=[C:10]([C:12]2[CH:17]=[CH:16][CH:15]=[C:14]([Cl:18])[CH:13]=2)[C:9]2[C:4](=[CH:5][CH:6]=[C:7]([C:19]([C:27]3[CH:32]=[CH:31][C:30]([O:33][CH3:34])=[CH:29][CH:28]=3)([C:21]3[N:25]([CH3:26])[CH:24]=[N:23][CH:22]=3)[OH:20])[CH:8]=2)[N:3]=1.[N-:35]=[N+:36]=[N-:37].[Na+]. (5) The reactants are [Cl:1][C:2]1[CH:7]=[CH:6][C:5]([NH:8][C:9](=[O:27])[NH:10][C:11]2[S:23][C:14]3[CH2:15][N:16]([CH2:19][CH:20]4[CH2:22][CH2:21]4)[CH2:17][CH2:18][C:13]=3[C:12]=2[C:24]([NH2:26])=[O:25])=[CH:4][CH:3]=1.Cl. The catalyst is O1CCCC1. The product is [ClH:1].[Cl:1][C:2]1[CH:3]=[CH:4][C:5]([NH:8][C:9](=[O:27])[NH:10][C:11]2[S:23][C:14]3[CH2:15][N:16]([CH2:19][CH:20]4[CH2:21][CH2:22]4)[CH2:17][CH2:18][C:13]=3[C:12]=2[C:24]([NH2:26])=[O:25])=[CH:6][CH:7]=1. The yield is 0.710. (6) The yield is 0.760. The product is [CH:1]1([C:5](=[O:7])[CH2:10][C:11](=[O:12])[CH3:13])[CH2:2][CH2:3][CH2:4]1. The catalyst is CCOCC. The reactants are [CH:1]1([C:5]([O:7]CC)=O)[CH2:4][CH2:3][CH2:2]1.[CH3:10][C:11]([CH3:13])=[O:12]. (7) The reactants are Br[C:2]1[CH:3]=[C:4]2[CH:10]=[C:9]([C:11]3[C:12]([CH3:17])=[N:13][O:14][C:15]=3[CH3:16])[NH:8][C:5]2=[N:6][CH:7]=1.[B:18]1([B:18]2[O:22][C:21]([CH3:24])([CH3:23])[C:20]([CH3:26])([CH3:25])[O:19]2)[O:22][C:21]([CH3:24])([CH3:23])[C:20]([CH3:26])([CH3:25])[O:19]1.C([O-])(=O)C.[K+]. The catalyst is O1CCOCC1. The product is [CH3:17][C:12]1[C:11]([C:9]2[NH:8][C:5]3=[N:6][CH:7]=[C:2]([B:18]4[O:22][C:21]([CH3:24])([CH3:23])[C:20]([CH3:26])([CH3:25])[O:19]4)[CH:3]=[C:4]3[CH:10]=2)=[C:15]([CH3:16])[O:14][N:13]=1. The yield is 0.571. (8) The reactants are C[O:2][C:3]([C:5]1[CH:6]=[C:7]([NH:11][C:12]2[N:17]=[C:16]([NH:18][C:19]3[CH:24]=[CH:23][CH:22]=[C:21]([C:25]([O:27]C)=[O:26])[CH:20]=3)[C:15]([F:29])=[CH:14][N:13]=2)[CH:8]=[CH:9][CH:10]=1)=[O:4].[OH-].[Na+]. The catalyst is C1COCC1.O.C(OCC)(=O)C. The product is [C:3]([C:5]1[CH:6]=[C:7]([NH:11][C:12]2[N:17]=[C:16]([NH:18][C:19]3[CH:24]=[CH:23][CH:22]=[C:21]([C:25]([OH:27])=[O:26])[CH:20]=3)[C:15]([F:29])=[CH:14][N:13]=2)[CH:8]=[CH:9][CH:10]=1)([OH:4])=[O:2]. The yield is 0.580. (9) The reactants are [N:1]1([CH2:6][CH2:7][NH:8][C:9]([C:11]2[CH:16]=[CH:15][C:14]([NH:17][C:18]3[N:23]=[CH:22][C:21]([NH:24][C:25](=[O:35])[C:26]4[CH:31]=[C:30]([O:32]C)[CH:29]=[CH:28][C:27]=4[Cl:34])=[CH:20][N:19]=3)=[CH:13][N:12]=2)=[O:10])[CH2:5][CH2:4][CH2:3][CH2:2]1.B(Br)(Br)Br. The catalyst is C(Cl)Cl. The product is [N:1]1([CH2:6][CH2:7][NH:8][C:9]([C:11]2[CH:16]=[CH:15][C:14]([NH:17][C:18]3[N:19]=[CH:20][C:21]([NH:24][C:25](=[O:35])[C:26]4[CH:31]=[C:30]([OH:32])[CH:29]=[CH:28][C:27]=4[Cl:34])=[CH:22][N:23]=3)=[CH:13][N:12]=2)=[O:10])[CH2:2][CH2:3][CH2:4][CH2:5]1. The yield is 0.510.